This data is from Forward reaction prediction with 1.9M reactions from USPTO patents (1976-2016). The task is: Predict the product of the given reaction. (1) Given the reactants BrC1C=[CH:6][C:5]([CH2:8][CH2:9]C(O)=O)=[CH:4]C=1.[Br:13][C:14]1[CH:19]=[CH:18][C:17]([CH2:20][CH2:21][C:22]([C:24]2[C:30]([OH:31])=[CH:29][C:28]([OH:32])=[CH:27][C:25]=2[OH:26])=[O:23])=[CH:16][CH:15]=1, predict the reaction product. The product is: [OH:26][C:25]1[C:27]([CH2:15][CH2:16][CH:17]([CH3:20])[CH3:18])=[C:28]([OH:32])[C:29]([CH2:9][CH2:8][CH:5]([CH3:4])[CH3:6])([CH2:21][CH2:22][CH:24]([CH3:30])[CH3:25])[C:30](=[O:31])[C:24]=1[C:22](=[O:23])[CH2:21][CH2:20][C:17]1[CH:16]=[CH:15][C:14]([Br:13])=[CH:19][CH:18]=1. (2) Given the reactants ClCC[CH2:4][S:5]([N:8]([C:16]1[CH:21]=[CH:20][CH:19]=[C:18]([C:22]([N:24]2[CH2:29][CH2:28][CH:27]([C:30]3[CH:35]=[CH:34][C:33]([C:36]#[N:37])=[CH:32][CH:31]=3)[CH2:26][CH2:25]2)=[O:23])[CH:17]=1)C(=O)OC(C)(C)C)(=[O:7])=[O:6].F[B-](F)(F)F.[CH2:43]([N+]1C=CN(C)C=1)CCC.CO.[CH3:55][CH2:56][O:57][C:58](C)=O, predict the reaction product. The product is: [C:36]([C:33]1[CH:32]=[CH:31][C:30]([CH:27]2[CH2:26][CH2:25][N:24]([C:22]([C:18]3[CH:19]=[CH:20][C:21]([CH3:43])=[C:16]([NH:8][S:5]([CH2:4][CH2:55][CH2:56][O:57][CH3:58])(=[O:6])=[O:7])[CH:17]=3)=[O:23])[CH2:29][CH2:28]2)=[CH:35][CH:34]=1)#[N:37]. (3) Given the reactants [CH3:1][C:2]1[CH:3]([C:10]2[CH:17]=[CH:16][CH:15]=[CH:14][C:11]=2[C:12]#[N:13])[C:4]([CH3:9])=[C:5]([CH3:8])[C:6]=1[CH3:7].[CH3:18][C:19]1[CH:24]=[C:23]([CH3:25])[CH:22]=[C:21]([CH3:26])[C:20]=1[Li].C1(C)C=CC=CC=1.O, predict the reaction product. The product is: [CH3:1][C:2]1[CH:3]([C:10]2[CH:17]=[CH:16][CH:15]=[CH:14][C:11]=2[C:12]([C:20]2[C:21]([CH3:26])=[CH:22][C:23]([CH3:25])=[CH:24][C:19]=2[CH3:18])=[NH:13])[C:4]([CH3:9])=[C:5]([CH3:8])[C:6]=1[CH3:7].